This data is from Forward reaction prediction with 1.9M reactions from USPTO patents (1976-2016). The task is: Predict the product of the given reaction. (1) The product is: [C:1]1([C:7]2[O:11][C:10]([CH:13]=[O:12])=[N:9][CH:8]=2)[CH:2]=[CH:3][CH:4]=[CH:5][CH:6]=1. Given the reactants [C:1]1([C:7]2[O:11][CH:10]=[N:9][CH:8]=2)[CH:6]=[CH:5][CH:4]=[CH:3][CH:2]=1.[O:12]1CCC[CH2:13]1.C(OCC)C.C([Li])CCC.CN(C1C=CC=CN=1)C=O, predict the reaction product. (2) Given the reactants [C:1]([NH:8][CH2:9][C:10]([OH:12])=O)([O:3][C:4]([CH3:7])([CH3:6])[CH3:5])=[O:2].[CH2:13]([NH:17][CH2:18][CH:19]([CH3:21])[CH3:20])[CH:14]([CH3:16])[CH3:15].CCN(C(C)C)C(C)C.CN(C(ON1N=NC2C=CC=CC1=2)=[N+](C)C)C.[B-](F)(F)(F)F, predict the reaction product. The product is: [CH2:13]([N:17]([CH2:18][CH:19]([CH3:21])[CH3:20])[C:10](=[O:12])[CH2:9][NH:8][C:1](=[O:2])[O:3][C:4]([CH3:5])([CH3:6])[CH3:7])[CH:14]([CH3:16])[CH3:15]. (3) The product is: [CH3:13][C:12]1([CH3:14])[C:11](=[O:15])[N:10]([C:16]2[CH:23]=[CH:22][C:19]([C:20]#[N:21])=[C:18]([C:24]([F:25])([F:27])[F:26])[CH:17]=2)[C:9](=[S:28])[N:8]1[C:5]1[CH:6]=[N:7][C:2]([O:1][CH2:34][CH:31]2[CH2:32][CH2:33][O:29][CH2:30]2)=[CH:3][CH:4]=1. Given the reactants [OH:1][C:2]1[N:7]=[CH:6][C:5]([N:8]2[C:12]([CH3:14])([CH3:13])[C:11](=[O:15])[N:10]([C:16]3[CH:23]=[CH:22][C:19]([C:20]#[N:21])=[C:18]([C:24]([F:27])([F:26])[F:25])[CH:17]=3)[C:9]2=[S:28])=[CH:4][CH:3]=1.[O:29]1[CH2:33][CH2:32][CH:31]([CH2:34]O)[CH2:30]1.N(C(N1CCCCC1)=O)=NC(N1CCCCC1)=O.C(P(CCCC)CCCC)CCC, predict the reaction product. (4) Given the reactants Br[C:2]1[CH:12]=[CH:11][CH:10]=[CH:9][C:3]=1[C:4]([O:6][CH2:7][CH3:8])=[O:5].[C:13]([O:17][CH2:18][C:19]1[CH:24]=[CH:23][CH:22]=[CH:21][CH:20]=1)(=[O:16])[CH:14]=[CH2:15].C(N(CC)CC)C.ClCCl, predict the reaction product. The product is: [CH2:18]([O:17][C:13](=[O:16])/[CH:14]=[CH:15]/[C:2]1[CH:12]=[CH:11][CH:10]=[CH:9][C:3]=1[C:4]([O:6][CH2:7][CH3:8])=[O:5])[C:19]1[CH:24]=[CH:23][CH:22]=[CH:21][CH:20]=1. (5) The product is: [F:22][C:23]1[CH:24]=[C:25]([CH:35]([NH:37][C:38]([C:40]2[O:41][C:42]([C:6]3[CH:7]=[C:8]([CH:10]4[CH2:11][CH2:12]4)[CH:9]=[C:4]([CH:1]4[CH2:2][CH2:3]4)[CH:5]=3)=[CH:43][CH:44]=2)=[O:39])[CH3:36])[CH:26]=[C:27]([F:34])[C:28]=1[NH:29][S:30]([CH3:33])(=[O:32])=[O:31]. Given the reactants [CH:1]1([C:4]2[CH:5]=[C:6](B3OC(C)(C)C(C)(C)O3)[CH:7]=[C:8]([CH:10]3[CH2:12][CH2:11]3)[CH:9]=2)[CH2:3][CH2:2]1.[F:22][C:23]1[CH:24]=[C:25]([CH:35]([NH:37][C:38]([C:40]2[O:41][C:42](Br)=[CH:43][CH:44]=2)=[O:39])[CH3:36])[CH:26]=[C:27]([F:34])[C:28]=1[NH:29][S:30]([CH3:33])(=[O:32])=[O:31].C([O-])([O-])=O.[Cs+].[Cs+], predict the reaction product. (6) Given the reactants [C:1]1([CH3:11])[CH:6]=[CH:5][C:4]([S:7](Cl)(=[O:9])=[O:8])=[CH:3][CH:2]=1.[C:12]([O:16][C:17]([N:19]1[CH2:23][CH2:22][C@H:21]([OH:24])[CH2:20]1)=[O:18])([CH3:15])([CH3:14])[CH3:13].C(N(CC)CC)C.Cl, predict the reaction product. The product is: [C:12]([O:16][C:17]([N:19]1[CH2:23][CH2:22][C@H:21]([O:24][S:7]([C:4]2[CH:5]=[CH:6][C:1]([CH3:11])=[CH:2][CH:3]=2)(=[O:9])=[O:8])[CH2:20]1)=[O:18])([CH3:15])([CH3:13])[CH3:14].